This data is from Reaction yield outcomes from USPTO patents with 853,638 reactions. The task is: Predict the reaction yield, written as a fraction of the theoretical maximum amount of product (1.0 means a 100% yield; for example, 0.34 means a 34% yield). The reactants are C([Zn]CC)C.CCCCCC.[C:12]([OH:18])([C:14](F)(F)F)=[O:13].COC([CH:23]1[CH2:27][C:26](=[CH2:28])[CH2:25][N:24]1[C:29]([O:31][CH2:32][C:33]1[CH:38]=[CH:37][CH:36]=[CH:35][CH:34]=1)=[O:30])=O.C[N+]1([O-])CCOCC1. The catalyst is C(Cl)Cl.[Os](=O)(=O)(=O)=O.O.CC(C)=O. The product is [CH2:32]([O:31][C:29]([N:24]1[CH:14]([C:12]([OH:18])=[O:13])[CH2:28][C:26]2([CH2:27][CH2:23]2)[CH2:25]1)=[O:30])[C:33]1[CH:34]=[CH:35][CH:36]=[CH:37][CH:38]=1. The yield is 0.650.